From a dataset of Forward reaction prediction with 1.9M reactions from USPTO patents (1976-2016). Predict the product of the given reaction. (1) Given the reactants [CH3:1][O:2][C:3]1[C:11]2[O:10][CH:9]=[C:8]([CH2:12][O:13][C:14]3[CH:22]=[CH:21][CH:20]=[C:19]4[C:15]=3[CH:16]=[C:17]([C:23](O)=[O:24])[NH:18]4)[C:7]=2[CH:6]=[CH:5][CH:4]=1.[ClH:26].Cl.Cl.[C@H:29]1([CH2:39][N:40]2[CH2:45][CH2:44][CH:43]([NH2:46])[CH2:42][CH2:41]2)[C@@H:38]2[N:33]([CH2:34][CH2:35][CH2:36][CH2:37]2)[CH2:32][CH2:31][CH2:30]1, predict the reaction product. The product is: [ClH:26].[ClH:26].[C@H:29]1([CH2:39][N:40]2[CH2:45][CH2:44][CH:43]([NH:46][C:23]([C:17]3[NH:18][C:19]4[C:15]([CH:16]=3)=[C:14]([O:13][CH2:12][C:8]3[C:7]5[CH:6]=[CH:5][CH:4]=[C:3]([O:2][CH3:1])[C:11]=5[O:10][CH:9]=3)[CH:22]=[CH:21][CH:20]=4)=[O:24])[CH2:42][CH2:41]2)[C@@H:38]2[N:33]([CH2:34][CH2:35][CH2:36][CH2:37]2)[CH2:32][CH2:31][CH2:30]1. (2) Given the reactants [Si:1]([O:8][C:9]1([CH3:33])[C:14](=[O:15])[CH:13]([Se]C2C=CC=CC=2)[CH:12]([C:23]2[CH:28]=[CH:27][N:26]=[CH:25][C:24]=2[N+:29]([O-:31])=[O:30])[O:11][CH:10]1[CH3:32])([C:4]([CH3:7])([CH3:6])[CH3:5])([CH3:3])[CH3:2].I([O-])(=O)(=O)=O.[Na+].S([O-])([O-])(=O)=S.[Na+].[Na+], predict the reaction product. The product is: [Si:1]([O:8][C:9]1([CH3:33])[C:14](=[O:15])[CH:13]=[C:12]([C:23]2[CH:28]=[CH:27][N:26]=[CH:25][C:24]=2[N+:29]([O-:31])=[O:30])[O:11][CH:10]1[CH3:32])([C:4]([CH3:7])([CH3:5])[CH3:6])([CH3:3])[CH3:2]. (3) The product is: [CH3:38][O:37][C:34]1[CH:33]=[CH:32][C:31]([CH2:30][N:8]([CH2:7][C:6]2[CH:5]=[CH:4][C:3]([O:2][CH3:1])=[CH:40][CH:39]=2)[C:9]2[N:10]=[CH:11][C:12]([C:15]3[C:16]4[CH2:29][CH2:28][N:27]([C:42]5[CH:43]=[C:44]([C:49]([N:51]6[CH2:52][CH2:53][N:54]([CH3:57])[CH2:55][CH2:56]6)=[O:50])[CH:45]=[CH:46][C:47]=5[CH3:48])[C:17]=4[N:18]=[C:19]([N:21]4[CH2:26][CH2:25][O:24][CH2:23][CH2:22]4)[N:20]=3)=[CH:13][N:14]=2)=[CH:36][CH:35]=1. Given the reactants [CH3:1][O:2][C:3]1[CH:40]=[CH:39][C:6]([CH2:7][N:8]([CH2:30][C:31]2[CH:36]=[CH:35][C:34]([O:37][CH3:38])=[CH:33][CH:32]=2)[C:9]2[N:14]=[CH:13][C:12]([C:15]3[C:16]4[CH2:29][CH2:28][NH:27][C:17]=4[N:18]=[C:19]([N:21]4[CH2:26][CH2:25][O:24][CH2:23][CH2:22]4)[N:20]=3)=[CH:11][N:10]=2)=[CH:5][CH:4]=1.Br[C:42]1[CH:43]=[C:44]([C:49]([N:51]2[CH2:56][CH2:55][N:54]([CH3:57])[CH2:53][CH2:52]2)=[O:50])[CH:45]=[CH:46][C:47]=1[CH3:48], predict the reaction product. (4) Given the reactants [C:1]([O:5][C:6]([N:8]1[CH2:20][C@@H:19]([CH3:21])[N:18]2[C@H:10]([CH2:11][C:12]3[C:17]2=[N:16][C:15]([CH3:22])=[C:14]([CH2:23][OH:24])[CH:13]=3)[CH2:9]1)=[O:7])([CH3:4])([CH3:3])[CH3:2].[H-].[Na+].Br[CH2:28][CH:29]1[CH2:31][CH2:30]1, predict the reaction product. The product is: [C:1]([O:5][C:6]([N:8]1[CH2:20][C@@H:19]([CH3:21])[N:18]2[C@H:10]([CH2:11][C:12]3[C:17]2=[N:16][C:15]([CH3:22])=[C:14]([CH2:23][O:24][CH2:28][CH:29]2[CH2:31][CH2:30]2)[CH:13]=3)[CH2:9]1)=[O:7])([CH3:2])([CH3:3])[CH3:4]. (5) The product is: [CH2:16]([O:15][C:11](=[O:14])[CH:12]=[CH:13][C:2]1[CH:7]=[CH:6][C:5]([N+:8]([O-:10])=[O:9])=[CH:4][CH:3]=1)[CH2:17][CH2:18][CH3:19]. Given the reactants Br[C:2]1[CH:7]=[CH:6][C:5]([N+:8]([O-:10])=[O:9])=[CH:4][CH:3]=1.[C:11]([O:15][CH2:16][CH2:17][CH2:18][CH3:19])(=[O:14])[CH:12]=[CH2:13].C(N(CC)CC)C, predict the reaction product. (6) Given the reactants [S:1]1[C:5]2C=CC=C[C:4]=2[N:3]=[C:2]1[CH:10]=O.[CH3:12][N:13]1[CH2:17][CH2:16][CH2:15][CH:14]1[CH2:18][CH2:19][NH2:20].[Na], predict the reaction product. The product is: [S:1]1[CH:5]=[CH:4][N:3]=[C:2]1[CH2:10][NH:20][CH2:19][CH2:18][CH:14]1[CH2:15][CH2:16][CH2:17][N:13]1[CH3:12]. (7) The product is: [CH:12]([C:9]1[CH:10]=[CH:11][C:6]([CH:2]2[C:19]3[CH:18]=[CH:17][C:16]([CH3:15])=[C:21]([CH3:22])[C:20]=3[O:5][C:3]2=[O:4])=[CH:7][CH:8]=1)([CH3:14])[CH3:13]. Given the reactants O[CH:2]([C:6]1[CH:11]=[CH:10][C:9]([CH:12]([CH3:14])[CH3:13])=[CH:8][CH:7]=1)[C:3]([OH:5])=[O:4].[CH3:15][C:16]1[C:21]([CH3:22])=[CH:20][CH:19]=[CH:18][C:17]=1O, predict the reaction product. (8) Given the reactants I[C:2]1[C:10]2[C:5](=[N:6][CH:7]=[N:8][C:9]=2[NH2:11])[N:4]([C@H:12]2[CH2:17][CH2:16][C@@H:15]([N:18]3[CH2:23][CH2:22][N:21]([CH3:24])[CH2:20][CH2:19]3)[CH2:14][CH2:13]2)[N:3]=1.[CH:25]([C:27]1[CH:32]=[CH:31][C:30](B(O)O)=[CH:29][CH:28]=1)=[O:26].C(=O)([O-])[O-].[Na+].[Na+].B([O-])[O-], predict the reaction product. The product is: [NH2:11][C:9]1[N:8]=[CH:7][N:6]=[C:5]2[N:4]([C@H:12]3[CH2:17][CH2:16][C@@H:15]([N:18]4[CH2:23][CH2:22][N:21]([CH3:24])[CH2:20][CH2:19]4)[CH2:14][CH2:13]3)[N:3]=[C:2]([C:30]3[CH:31]=[CH:32][C:27]([CH:25]=[O:26])=[CH:28][CH:29]=3)[C:10]=12. (9) Given the reactants [CH3:1][O:2][C:3]1[CH:4]=[C:5]([CH:11]([C:13]2[C:14]([S:32]([CH3:35])(=[O:34])=[O:33])=[C:15]([NH:25][C:26]3[CH:31]=[CH:30][CH:29]=[CH:28][CH:27]=3)[CH:16]=[C:17]([N:19]3[CH2:24][CH2:23][NH:22][CH2:21][CH2:20]3)[CH:18]=2)[CH3:12])[CH:6]=[C:7](OC)[CH:8]=1.[ClH:36], predict the reaction product. The product is: [ClH:36].[Cl:36][C:7]1[CH:6]=[C:5]([CH:11]([C:13]2[C:14]([S:32]([CH3:35])(=[O:34])=[O:33])=[C:15]([NH:25][C:26]3[CH:31]=[CH:30][CH:29]=[CH:28][CH:27]=3)[CH:16]=[C:17]([N:19]3[CH2:24][CH2:23][NH:22][CH2:21][CH2:20]3)[CH:18]=2)[CH3:12])[CH:4]=[C:3]([O:2][CH3:1])[CH:8]=1.